This data is from Reaction yield outcomes from USPTO patents with 853,638 reactions. The task is: Predict the reaction yield, written as a fraction of the theoretical maximum amount of product (1.0 means a 100% yield; for example, 0.34 means a 34% yield). The reactants are [Br:1][C:2]1[CH:9]=[CH:8][C:5]([CH:6]=[O:7])=[C:4](F)[CH:3]=1.[CH3:11][O-:12].[Na+]. The catalyst is CO. The product is [Br:1][C:2]1[CH:9]=[CH:8][C:5]([CH:6]=[O:7])=[C:4]([O:12][CH3:11])[CH:3]=1. The yield is 0.945.